This data is from Catalyst prediction with 721,799 reactions and 888 catalyst types from USPTO. The task is: Predict which catalyst facilitates the given reaction. (1) Reactant: [N:1]1([C:6]([O:8][C:9]([CH3:12])([CH3:11])[CH3:10])=[O:7])[CH2:5][CH:4]=[CH:3][CH2:2]1.C1C=C(Cl)C=C(C(OO)=[O:21])C=1. Product: [C:9]([O:8][C:6]([N:1]1[CH2:5][CH:4]2[CH:3]([O:21]2)[CH2:2]1)=[O:7])([CH3:12])([CH3:11])[CH3:10]. The catalyst class is: 2. (2) Reactant: [CH3:1][C:2]1([OH:16])[CH2:5][N:4]([CH2:6][C:7]2[CH:12]=[CH:11][C:10]([N+:13]([O-])=O)=[CH:9][N:8]=2)[CH2:3]1. Product: [NH2:13][C:10]1[CH:11]=[CH:12][C:7]([CH2:6][N:4]2[CH2:3][C:2]([CH3:1])([OH:16])[CH2:5]2)=[N:8][CH:9]=1. The catalyst class is: 19. (3) Reactant: [NH2:1][C:2]1[CH:20]=[CH:19][C:5]([O:6][C:7]2[CH:12]=[CH:11][N:10]=[C:9]3[CH:13]=[C:14]([C:16]([NH2:18])=[O:17])[S:15][C:8]=23)=[CH:4][CH:3]=1.Cl[C:22]1[C:31]2[C:26](=[CH:27][CH:28]=[CH:29][CH:30]=2)[C:25]([C:32]2[CH:37]=[CH:36][CH:35]=[CH:34][CH:33]=2)=[N:24][N:23]=1. Product: [C:32]1([C:25]2[C:26]3[C:31](=[CH:30][CH:29]=[CH:28][CH:27]=3)[C:22]([NH:1][C:2]3[CH:20]=[CH:19][C:5]([O:6][C:7]4[CH:12]=[CH:11][N:10]=[C:9]5[CH:13]=[C:14]([C:16]([NH2:18])=[O:17])[S:15][C:8]=45)=[CH:4][CH:3]=3)=[N:23][N:24]=2)[CH:33]=[CH:34][CH:35]=[CH:36][CH:37]=1. The catalyst class is: 107. (4) Reactant: O[CH2:2][CH2:3][O:4][C:5]1[CH:20]=[CH:19][C:8]([CH2:9][CH:10]([C:15]([O:17][CH3:18])=[O:16])[C:11]([O:13][CH3:14])=[O:12])=[CH:7][CH:6]=1.N1C=CC=CC=1.[S:27](Cl)([CH3:30])(=[O:29])=[O:28]. The catalyst class is: 2. Product: [CH3:30][S:27]([CH2:2][CH2:3][O:4][C:5]1[CH:20]=[CH:19][C:8]([CH2:9][CH:10]([C:15]([O:17][CH3:18])=[O:16])[C:11]([O:13][CH3:14])=[O:12])=[CH:7][CH:6]=1)(=[O:29])=[O:28]. (5) Reactant: [CH3:1][CH2:2][CH2:3][CH2:4][C:5]1[N:9]([CH2:10][C:11]2[CH:12]=[CH:13][C:14]([C:17]3[CH:18]=[CH:19][CH:20]=[CH:21][C:22]=3[C:23]3[N:27]=[N:26][NH:25][N:24]=3)=[CH:15][CH:16]=2)[C:8]([CH2:28][OH:29])=[C:7]([Cl:30])[N:6]=1.[OH-].[K+:32]. Product: [CH3:1][CH2:2][CH2:3][CH2:4][C:5]1[N:9]([CH2:10][C:11]2[CH:16]=[CH:15][C:14]([C:17]3[CH:18]=[CH:19][CH:20]=[CH:21][C:22]=3[C:23]3[N:27]=[N:26][N-:25][N:24]=3)=[CH:13][CH:12]=2)[C:8]([CH2:28][OH:29])=[C:7]([Cl:30])[N:6]=1.[K+:32]. The catalyst class is: 47.